From a dataset of Forward reaction prediction with 1.9M reactions from USPTO patents (1976-2016). Predict the product of the given reaction. (1) Given the reactants C(O[C:6]([N:8](C)[C:9]1[N:14]=[C:13]([CH2:15][CH:16]2[CH2:19][N:18]([C:20]3[CH:42]=[CH:41][C:23]([CH2:24][C@@H:25]([C:37]([O:39][CH3:40])=[O:38])[NH:26][C:27](=[O:36])[C:28]4[C:33]([Cl:34])=[CH:32][CH:31]=[CH:30][C:29]=4[Cl:35])=[CH:22][CH:21]=3)[CH2:17]2)[CH:12]=[CH:11][CH:10]=1)=O)(C)(C)C, predict the reaction product. The product is: [Cl:34][C:33]1[CH:32]=[CH:31][CH:30]=[C:29]([Cl:35])[C:28]=1[C:27]([NH:26][C@H:25]([C:37]([O:39][CH3:40])=[O:38])[CH2:24][C:23]1[CH:22]=[CH:21][C:20]([N:18]2[CH2:17][CH:16]([CH2:15][C:13]3[CH:12]=[CH:11][CH:10]=[C:9]([NH:8][CH3:6])[N:14]=3)[CH2:19]2)=[CH:42][CH:41]=1)=[O:36]. (2) Given the reactants [C:1]1([CH2:7][CH2:8][N:9]2[C:14](=[O:15])[CH:13]=[C:12]([CH2:16][N:17]3[CH2:22][CH2:21][CH2:20][CH2:19][CH2:18]3)[N:11]=[C:10]2[C:23]2[CH:28]=[CH:27][CH:26]=[CH:25][C:24]=2[O:29]CC2C=CC=CC=2)[CH:6]=[CH:5][CH:4]=[CH:3][CH:2]=1, predict the reaction product. The product is: [OH:29][C:24]1[CH:25]=[CH:26][CH:27]=[CH:28][C:23]=1[C:10]1[N:9]([CH2:8][CH2:7][C:1]2[CH:2]=[CH:3][CH:4]=[CH:5][CH:6]=2)[C:14](=[O:15])[CH:13]=[C:12]([CH2:16][N:17]2[CH2:18][CH2:19][CH2:20][CH2:21][CH2:22]2)[N:11]=1. (3) Given the reactants [N+:1]([C:4]1[CH:5]=[C:6]([CH:10]=[C:11]([N:13]2[CH2:17][CH2:16][CH2:15][C:14]2=[O:18])[CH:12]=1)[C:7]([OH:9])=[O:8])([O-])=O, predict the reaction product. The product is: [NH2:1][C:4]1[CH:5]=[C:6]([CH:10]=[C:11]([N:13]2[CH2:17][CH2:16][CH2:15][C:14]2=[O:18])[CH:12]=1)[C:7]([OH:9])=[O:8]. (4) Given the reactants [NH2:1][C:2]1[C:6]2[C:7]([Br:13])=[C:8]([O:11][CH3:12])[CH:9]=[CH:10][C:5]=2[O:4][C:3]=1[C:14](=[O:25])/[CH:15]=[CH:16]/[C:17]1[S:21][C:20]([CH:22]([CH3:24])[CH3:23])=[N:19][CH:18]=1.CC#N.CC(O)=O.OP(O)(O)=O, predict the reaction product. The product is: [Br:13][C:7]1[C:6]2[C:2]3[NH:1][CH:16]([C:17]4[S:21][C:20]([CH:22]([CH3:23])[CH3:24])=[N:19][CH:18]=4)[CH2:15][C:14](=[O:25])[C:3]=3[O:4][C:5]=2[CH:10]=[CH:9][C:8]=1[O:11][CH3:12]. (5) Given the reactants [CH2:1]([C@@H:8]1[NH:13][CH2:12][CH2:11][N:10]([CH2:14][C:15]2[CH:20]=[CH:19][C:18]([C:21]3[CH:26]=[CH:25][CH:24]=[CH:23][C:22]=3[Cl:27])=[CH:17][CH:16]=2)[CH2:9]1)[C:2]1[CH:7]=[CH:6][CH:5]=[CH:4][CH:3]=1.[CH:28](N(CC)C(C)C)(C)[CH3:29].BrCC, predict the reaction product. The product is: [CH2:28]([N:13]1[CH2:12][CH2:11][N:10]([CH2:14][C:15]2[CH:20]=[CH:19][C:18]([C:21]3[CH:26]=[CH:25][CH:24]=[CH:23][C:22]=3[Cl:27])=[CH:17][CH:16]=2)[CH2:9][C@@H:8]1[CH2:1][C:2]1[CH:3]=[CH:4][CH:5]=[CH:6][CH:7]=1)[CH3:29]. (6) The product is: [CH3:1][O:2][C:3](=[O:15])[CH2:4][CH2:5][S:6][CH2:7][C:8]1[CH:13]=[CH:12][C:11]([B:16]2[O:20][C:19]([CH3:22])([CH3:21])[C:18]([CH3:24])([CH3:23])[O:17]2)=[CH:10][CH:9]=1. Given the reactants [CH3:1][O:2][C:3](=[O:15])[CH2:4][CH2:5][S:6][CH2:7][C:8]1[CH:13]=[CH:12][C:11](Br)=[CH:10][CH:9]=1.[B:16]1([B:16]2[O:20][C:19]([CH3:22])([CH3:21])[C:18]([CH3:24])([CH3:23])[O:17]2)[O:20][C:19]([CH3:22])([CH3:21])[C:18]([CH3:24])([CH3:23])[O:17]1, predict the reaction product. (7) Given the reactants FC(F)(F)C(O)=O.CC(OC([NH:15][CH2:16][CH2:17][C:18]1[C:23]([CH3:24])=[C:22]([O:25][CH3:26])[CH:21]=[CH:20][C:19]=1/[CH:27]=[CH:28]/[C:29]([O:31][CH2:32][CH2:33][CH2:34][CH3:35])=[O:30])=O)(C)C, predict the reaction product. The product is: [CH2:32]([O:31][C:29](=[O:30])[CH2:28][CH:27]1[C:19]2[C:18](=[C:23]([CH3:24])[C:22]([O:25][CH3:26])=[CH:21][CH:20]=2)[CH2:17][CH2:16][NH:15]1)[CH2:33][CH2:34][CH3:35]. (8) Given the reactants C([O:3][C:4]([C:6]1[CH:7]=[N:8][N:9]([C:11]2[N:20](COCC[Si](C)(C)C)[C:19](=[O:29])[C:18]3[C:13](=[CH:14][CH:15]=[C:16](I)[CH:17]=3)[N:12]=2)[CH:10]=1)=[O:5])C.[Cl:31][C:32]1[CH:37]=[CH:36][C:35](B(O)O)=[CH:34][CH:33]=1, predict the reaction product. The product is: [Cl:31][C:32]1[CH:37]=[CH:36][C:35]([C:16]2[CH:17]=[C:18]3[C:13](=[CH:14][CH:15]=2)[N:12]=[C:11]([N:9]2[CH:10]=[C:6]([C:4]([OH:3])=[O:5])[CH:7]=[N:8]2)[NH:20][C:19]3=[O:29])=[CH:34][CH:33]=1.